The task is: Predict which catalyst facilitates the given reaction.. This data is from Catalyst prediction with 721,799 reactions and 888 catalyst types from USPTO. Product: [C:23]12([CH2:22][CH2:21][N:8]([CH2:7][CH2:6][NH2:5])[C:9]([NH:11][CH2:12][CH2:13][CH2:14][C:15]3[CH:20]=[CH:19][N:18]=[CH:17][CH:16]=3)=[O:10])[CH2:30][CH:29]3[CH2:28][CH:27]([CH2:26][CH:25]([CH2:31]3)[CH2:24]1)[CH2:32]2. Reactant: Cl.C([NH:5][CH2:6][CH2:7][N:8]([CH2:21][CH2:22][C:23]12[CH2:32][CH:27]3[CH2:28][CH:29]([CH2:31][CH:25]([CH2:26]3)[CH2:24]1)[CH2:30]2)[C:9]([NH:11][CH2:12][CH2:13][CH2:14][C:15]1[CH:20]=[CH:19][N:18]=[CH:17][CH:16]=1)=[O:10])(=O)C.[OH-].[Na+].C(Cl)(Cl)Cl. The catalyst class is: 24.